This data is from HIV replication inhibition screening data with 41,000+ compounds from the AIDS Antiviral Screen. The task is: Binary Classification. Given a drug SMILES string, predict its activity (active/inactive) in a high-throughput screening assay against a specified biological target. The drug is CC1=CC2OC3CC4OC(=O)C=CC=CC(=O)OCCC(C)C(O)C(=O)OCC2(CC1)C4(C)C31CO1. The result is 0 (inactive).